This data is from Experimentally validated miRNA-target interactions with 360,000+ pairs, plus equal number of negative samples. The task is: Binary Classification. Given a miRNA mature sequence and a target amino acid sequence, predict their likelihood of interaction. (1) The miRNA is mmu-miR-880-3p with sequence UACUCCAUCCUCUCUGAGUAGA. The protein sequence of the target gene is MALGEEKAEAEASEDTKAQSYGRGSCRERELDIPGPMSGEQPPRLEAEGGLISPVWGAEGIPAPTCWIGTDPGGPSRAHQPQASDANREPVAERSEPALSGLPPATMGSGDLLLSGESQVEKTKLSSSEEFPQTLSLPRTTTICSGHDADTEDDPSLADLPQALDLSQQPHSSGLSCLSQWKSVLSPGSAAQPSSCSISASSTGSSLQGHQERAEPRGGSLAKVSSSLEPVVPQEPSSVVGLGPRPQWSPQPVFSGGDASGLGRRRLSFQAEYWACVLPDSLPPSPDRHSPLWNPNKEYE.... Result: 0 (no interaction). (2) The miRNA is hsa-miR-122-5p with sequence UGGAGUGUGACAAUGGUGUUUG. The protein sequence of the target gene is MLEVHIPSVGPEAEGPRQSPEKSHMVFRVEVLCSGRRHTVPRRYSEFHALHKRIKKLYKVPDFPSKRLPNWRTRGLEQRRQGLEAYIQGILYLNQEVPKELLEFLRLRHFPTDPKASNWGTLREFLPGDSSSQQHQRPVLSFHVDPYVCNPSPESLPNVVVNGVLQGLYSFSISPDKAQPKAACHPAPLPPMP. Result: 1 (interaction). (3) The miRNA is hsa-miR-3158-3p with sequence AAGGGCUUCCUCUCUGCAGGAC. The protein sequence of the target gene is MSGLRVYSTSVTGSREIKSQQSEVTRILDGKRIQYQLVDISQDNALRDEMRALAGNPKATPPQIVNGDQYCGDYELFVEAVEQNTLQEFLKLA. Result: 0 (no interaction). (4) The miRNA is mmu-miR-709 with sequence GGAGGCAGAGGCAGGAGGA. The protein sequence of the target gene is MQAIKCVVVGDGAVGKTCLLISYTTNAFPGEYIPTVFDNYSANVMVDSKPVNLGLWDTAGQEDYDRLRPLSYPQTDVFLICFSLVSPASYENVRAKWFPEVRHHCPSTPIILVGTKLDLRDDKDTIEKLKEKKLAPITYPQGLALAKDIDSVKYLECSALTQRGLKTVFDEAIRAVLCPQPTRQQKRPCSLL. Result: 1 (interaction). (5) The miRNA is mmu-miR-344e-3p with sequence GAUAUAACCAAAGCCUGACUAU. The protein sequence of the target gene is MASPAIGQRPYPLLLDPEPPRYLQSLGGTEPPPPARPRRCIPTALIPAAGASEDRGGRRSGRRDPEPTPRDCRHARPVRPGLQPRLRLRPGSHRPRDVRSIFEQPQDPRVLAERGEGHRFVELALRGGPGWCDLCGREVLRQALRCANCKFTCHSECRSLIQLDCRQKGGPALDRRSPESTLTPTLNQNVCKAVEETQHPPTIQEIKQKIDSYNSREKHCLGMKLSEDGTYTGFIKVHLKLRRPVTVPAGIRPQSIYDAIKEVNPAATTDKRTSFYLPLDAIKQLHISSTTTVSEVIQGL.... Result: 1 (interaction). (6) The protein sequence of the target gene is MAKFGVHRILLLAISLTKCLESTKLLADLKKCGDLECEALINRVSAMRDYRGPDCRYLNFTKGEEISVYVKLAGEREDLWAGSKGKEFGYFPRDAVQIEEVFISEEIQMSTKESDFLCLLGVSYTFDNEDSELNGDYGENIYPYEEDKDEKSSIYESDFQIEPGFYATYESTLFEDQVPALEAPEDIGSTSESKDWEEVVVESMEQDRIPEVHVPPSSAVSGVKEWFGLGGEQAEEKAFESVIEPVQESSFRSRKIAVEDENDLEELNNGEPQTEHQQESESEIDSVPKTQSELASESEH.... The miRNA is mmu-miR-7650-3p with sequence GUUUUGAUAUAUACAAGAAGGA. Result: 0 (no interaction). (7) The miRNA is hsa-miR-548b-5p with sequence AAAAGUAAUUGUGGUUUUGGCC. The protein sequence of the target gene is MFRFMRDVEPEDPMFLMDPFAIHRQHMSRMLSGGFGYSPFLSITDGNMPATRPASRRMQAGAVSPFGMLGMSGGFMDMFGMMNDMIGNMEHMAAGGNCQTFSSSTVISYSNTGDGAPKVYQETSEMRSAPGGIRETRRTVRDSDSGLEQMSIGHHIRDRAHILQRSRNHRTGDQEERQDYINLDESEAAAFDDEWRRETSRYRQQRPLEFRRHEASVGGGRRAEGPPRLAIQGPEDSPSRQSRRYDW. Result: 0 (no interaction). (8) The miRNA is mmu-miR-882 with sequence AGGAGAGAGUUAGCGCAUUAGU. The protein sequence of the target gene is MELQTLQEALKVEIQVHQKLVAQMKQDPQNADLKKQLHELQAKITALSEKQKRVVEQLRKNLIVKQEQPDKFQIQPLSQSENKLQTAQQQPLQPLQQQQPQQPQQQQQQQQQHAQQSAAAPPSLTASQKTVTTASMITTKTLPLVLKAATATMPASVVGQRPTIAMVTAINSQKAVLSTDVQNTPVNLQTSSKVTGPGAEAVQIVAKNTVTLQVQATPPQPIKVPQFIPPPRLTPRPNFLPQVRPKPVAQNNIPIAPAPPPMLAAPQLIQRPVMLTKFTPTTLPTSQNSIHPVRVVNGQT.... Result: 0 (no interaction). (9) The miRNA is hsa-miR-122-5p with sequence UGGAGUGUGACAAUGGUGUUUG. The protein sequence of the target gene is MLCVAGAKLKRELDATATVLANRQDESEQSRKRLIEQSREFKKNTPEDLRKQVAPLLKSFQGEIDALSKRSKEAEAAFLTVYKRLIDVPDPVPALDVGQQLEIKVQRLHDIETENQKLRETLEEYNKEFAEVKNQEVTIKALKEKIREYEQTLKSQAETIALEKEQKLQNDFAEKERKLQETQMSTTSKLEEAEHKLQTLQTALEKTRTELFDLKTKYDEETTAKADEIEMIMTDLERANQRAEVAQREAETLREQLSSANHSLQLASQIQKAPDVAIEVLTRSSLEVELAAKEREIAQL.... Result: 1 (interaction).